This data is from Full USPTO retrosynthesis dataset with 1.9M reactions from patents (1976-2016). The task is: Predict the reactants needed to synthesize the given product. (1) The reactants are: O=[C:2]([C:13]1[CH:14]=[N:15][CH:16]=[CH:17][CH:18]=1)[CH2:3][N:4]1[CH:8]=[CH:7][CH:6]=[C:5]1[C:9]([O:11]C)=O.[CH2:19]([NH2:22])[CH2:20][NH2:21]. Given the product [N:15]1[CH:16]=[CH:17][CH:18]=[C:13]([C:2]23[NH:22][CH2:19][CH2:20][N:21]2[C:9](=[O:11])[C:5]2[N:4]([CH:8]=[CH:7][CH:6]=2)[CH2:3]3)[CH:14]=1, predict the reactants needed to synthesize it. (2) Given the product [Br:17][C:14]1[CH:13]=[N:12][C:11]([CH2:10][OH:9])=[N:16][CH:15]=1, predict the reactants needed to synthesize it. The reactants are: C([O:9][CH2:10][C:11]1[N:16]=[CH:15][C:14]([Br:17])=[CH:13][N:12]=1)(=O)C1C=CC=CC=1.C[O-].[Na+].CO. (3) Given the product [CH2:1]([C:3]([CH2:11][CH3:12])([P:7]([OH:10])([OH:9])=[O:8])[C:4]([Cl:16])=[O:5])[CH3:2], predict the reactants needed to synthesize it. The reactants are: [CH2:1]([C:3]([CH2:11][CH3:12])([P:7]([OH:10])([OH:9])=[O:8])[C:4](O)=[O:5])[CH3:2].C(Cl)(=O)C([Cl:16])=O. (4) Given the product [CH3:44][O:43][C:40](=[O:42])[CH2:31][C:26]1[CH:27]=[CH:28][C:29]([C:19]#[C:18][C:6]2[CH:5]=[C:4]([CH:1]3[CH2:3][CH2:2]3)[C:15]3[O:14][C:11]4([CH2:13][CH2:12]4)[CH2:10][C:9]([CH3:16])([CH3:17])[C:8]=3[CH:7]=2)=[CH:24][C:25]=1[F:32], predict the reactants needed to synthesize it. The reactants are: [CH:1]1([C:4]2[C:15]3[O:14][C:11]4([CH2:13][CH2:12]4)[CH2:10][C:9]([CH3:17])([CH3:16])[C:8]=3[CH:7]=[C:6]([C:18]#[CH:19])[CH:5]=2)[CH2:3][CH2:2]1.C(O[C:24]1[CH:29]=[CH:28][C:27](I)=[C:26]([CH3:31])[C:25]=1[F:32])(=O)C.C(N(CC)CC)C.[C:40]([O:43][CH2:44]C)(=[O:42])C. (5) Given the product [CH3:22][O:21][C:10]1[CH:11]=[C:12]([N:15]2[CH2:20][CH2:19][O:18][CH2:17][CH2:16]2)[CH:13]=[CH:14][C:9]=1[NH:8][C:6]1[N:7]=[C:2]([NH:36][C:37]2[CH:42]=[CH:41][CH:40]=[CH:39][C:38]=2[S:43]([NH:46][CH3:47])(=[O:45])=[O:44])[C:3]2[CH:25]([CH3:26])[CH2:24][N:23]([CH2:27][C:28]3[CH:33]=[CH:32][C:31]([O:34][CH3:35])=[CH:30][CH:29]=3)[C:4]=2[N:5]=1, predict the reactants needed to synthesize it. The reactants are: Cl[C:2]1[C:3]2[CH:25]([CH3:26])[CH2:24][N:23]([CH2:27][C:28]3[CH:33]=[CH:32][C:31]([O:34][CH3:35])=[CH:30][CH:29]=3)[C:4]=2[N:5]=[C:6]([NH:8][C:9]2[CH:14]=[CH:13][C:12]([N:15]3[CH2:20][CH2:19][O:18][CH2:17][CH2:16]3)=[CH:11][C:10]=2[O:21][CH3:22])[N:7]=1.[NH2:36][C:37]1[CH:42]=[CH:41][CH:40]=[CH:39][C:38]=1[S:43]([NH:46][CH3:47])(=[O:45])=[O:44].C(=O)([O-])[O-].[Cs+].[Cs+].